Dataset: Peptide-MHC class I binding affinity with 185,985 pairs from IEDB/IMGT. Task: Regression. Given a peptide amino acid sequence and an MHC pseudo amino acid sequence, predict their binding affinity value. This is MHC class I binding data. (1) The peptide sequence is VGKTMTTVYI. The MHC is H-2-Db with pseudo-sequence H-2-Db. The binding affinity (normalized) is 0.0888. (2) The peptide sequence is TPYDINQML. The MHC is HLA-B54:01 with pseudo-sequence HLA-B54:01. The binding affinity (normalized) is 0.185. (3) The binding affinity (normalized) is 0.982. The peptide sequence is FANCNFTLV. The MHC is HLA-A02:03 with pseudo-sequence HLA-A02:03. (4) The peptide sequence is KPKVASEAF. The MHC is HLA-A02:19 with pseudo-sequence HLA-A02:19. The binding affinity (normalized) is 0.0847. (5) The peptide sequence is QPYHFKDL. The MHC is HLA-A02:03 with pseudo-sequence HLA-A02:03. The binding affinity (normalized) is 0.0123. (6) The peptide sequence is ATIEAVLAK. The MHC is HLA-B08:03 with pseudo-sequence HLA-B08:03. The binding affinity (normalized) is 0.0847. (7) The peptide sequence is KHDFIDNPL. The MHC is HLA-A02:06 with pseudo-sequence HLA-A02:06. The binding affinity (normalized) is 0.0847. (8) The peptide sequence is ILVRFNYLA. The MHC is HLA-B40:01 with pseudo-sequence HLA-B40:01. The binding affinity (normalized) is 0.0847. (9) The peptide sequence is TVFYNIPPM. The MHC is HLA-A29:02 with pseudo-sequence HLA-A29:02. The binding affinity (normalized) is 0.797. (10) The MHC is HLA-B27:05 with pseudo-sequence HLA-B27:05. The peptide sequence is KSRCASPST. The binding affinity (normalized) is 0.0847.